From a dataset of Reaction yield outcomes from USPTO patents with 853,638 reactions. Predict the reaction yield, written as a fraction of the theoretical maximum amount of product (1.0 means a 100% yield; for example, 0.34 means a 34% yield). (1) The reactants are [F:1][C@@H:2]1[CH2:7][CH2:6][N:5]([C:8]([O:10][C:11]([CH3:14])([CH3:13])[CH3:12])=[O:9])[CH2:4][C@H:3]1OS(C1C=CC(C)=CC=1)(=O)=O.[N-:26]=[N+:27]=[N-:28].[Na+].CCOCC. The catalyst is CN(C=O)C. The product is [N:26]([C@H:3]1[C@@H:2]([F:1])[CH2:7][CH2:6][N:5]([C:8]([O:10][C:11]([CH3:14])([CH3:13])[CH3:12])=[O:9])[CH2:4]1)=[N+:27]=[N-:28]. The yield is 0.540. (2) The reactants are [C:1]([C:5]1[CH:9]=[C:8](/[CH:10]=[CH:11]/[C:12]([O:14]CC)=[O:13])[N:7]([CH2:17][C:18]2[CH:23]=[CH:22][C:21]([C:24]([F:27])([F:26])[F:25])=[CH:20][C:19]=2[Cl:28])[N:6]=1)([CH3:4])([CH3:3])[CH3:2].[OH-].[Na+].O1CCCC1. The catalyst is C(O)C. The product is [C:1]([C:5]1[CH:9]=[C:8](/[CH:10]=[CH:11]/[C:12]([OH:14])=[O:13])[N:7]([CH2:17][C:18]2[CH:23]=[CH:22][C:21]([C:24]([F:27])([F:26])[F:25])=[CH:20][C:19]=2[Cl:28])[N:6]=1)([CH3:4])([CH3:2])[CH3:3]. The yield is 0.800. (3) The reactants are [Br:1][C:2]1[CH:15]=[C:14]2[C:5]([O:6][C:7]3(N4CCOCC4)[CH:12]([CH:13]2[OH:16])[CH2:11][C:10]2([O:20][CH2:19][CH2:18][O:17]2)[CH2:9][CH2:8]3)=[CH:4][CH:3]=1.CC(OI1(OC(C)=O)(OC(C)=O)OC(=O)C2C=CC=CC1=2)=O. The catalyst is C(Cl)Cl. The product is [Br:1][C:2]1[CH:15]=[C:14]2[C:5]([O:6][C:7]3[CH2:8][CH2:9][C:10]4([O:20][CH2:19][CH2:18][O:17]4)[CH2:11][C:12]=3[C:13]2=[O:16])=[CH:4][CH:3]=1. The yield is 0.960. (4) The reactants are [N+:1]([C:4]1[CH:12]=[CH:11][C:7]([C:8]([OH:10])=O)=[C:6]([C:13]2[CH:18]=[CH:17][CH:16]=[CH:15][C:14]=2[CH3:19])[CH:5]=1)([O-:3])=[O:2].[CH3:20][O:21][C:22](=[O:29])[C@H:23]([CH2:25][CH2:26][S:27][CH3:28])[NH2:24].Cl.C(N=C=NCCCN(C)C)C.ON1C(=O)C2C=CC=CC=2N=N1. No catalyst specified. The product is [CH3:20][O:21][C:22](=[O:29])[C@H:23]([CH2:25][CH2:26][S:27][CH3:28])[NH:24][C:8](=[O:10])[C:7]1[CH:11]=[CH:12][C:4]([N+:1]([O-:3])=[O:2])=[CH:5][C:6]=1[C:13]1[CH:18]=[CH:17][CH:16]=[CH:15][C:14]=1[CH3:19]. The yield is 0.980. (5) The reactants are [C:1]([OH:8])(=O)[CH2:2][CH2:3][CH2:4][C:5]#[CH:6].CCN=C=NCCCN(C)C.Cl.[NH:21]1[CH2:26][CH2:25][O:24][CH2:23][CH2:22]1. The catalyst is CN(C1C=CN=CC=1)C.C(Cl)Cl. The product is [O:24]1[CH2:25][CH2:26][N:21]([C:1](=[O:8])[CH2:2][CH2:3][CH2:4][C:5]#[CH:6])[CH2:22][CH2:23]1. The yield is 1.00. (6) The reactants are [C:1]1([C:10]2[CH:15]=[CH:14][CH:13]=[CH:12][CH:11]=2)[CH:6]=[CH:5][C:4]([CH2:7][CH2:8][OH:9])=[CH:3][CH:2]=1.C(N(CC)CC)C.[S:23](Cl)([CH3:26])(=[O:25])=[O:24]. The catalyst is C(Cl)Cl. The product is [C:1]1([C:10]2[CH:11]=[CH:12][CH:13]=[CH:14][CH:15]=2)[CH:2]=[CH:3][C:4]([CH2:7][CH2:8][O:9][S:23]([CH3:26])(=[O:25])=[O:24])=[CH:5][CH:6]=1. The yield is 0.850.